This data is from Forward reaction prediction with 1.9M reactions from USPTO patents (1976-2016). The task is: Predict the product of the given reaction. (1) The product is: [CH2:19]([N:21]1[C:25]([NH:26][C:2]2[C:11]3[C:6](=[CH:7][C:8]([O:14][CH3:15])=[C:9]([O:12][CH3:13])[CH:10]=3)[N:5]=[CH:4][C:3]=2[C:16]([NH2:18])=[O:17])=[CH:24][CH:23]=[N:22]1)[CH3:20]. Given the reactants Cl[C:2]1[C:11]2[C:6](=[CH:7][C:8]([O:14][CH3:15])=[C:9]([O:12][CH3:13])[CH:10]=2)[N:5]=[CH:4][C:3]=1[C:16]([NH2:18])=[O:17].[CH2:19]([N:21]1[C:25]([NH2:26])=[CH:24][CH:23]=[N:22]1)[CH3:20].C(O)(=O)C, predict the reaction product. (2) Given the reactants [CH3:1][C:2]1[CH:11]=[C:10](O)[C:9]2[C:4](=[CH:5][C:6]([C:13]([F:16])([F:15])[F:14])=[CH:7][CH:8]=2)[N:3]=1.O=P(Cl)(Cl)[Cl:19], predict the reaction product. The product is: [CH3:1][C:2]1[CH:11]=[C:10]([Cl:19])[C:9]2[C:4](=[CH:5][C:6]([C:13]([F:16])([F:15])[F:14])=[CH:7][CH:8]=2)[N:3]=1.